Dataset: Forward reaction prediction with 1.9M reactions from USPTO patents (1976-2016). Task: Predict the product of the given reaction. (1) Given the reactants [NH:1]1[C:9]2[C:4](=[CH:5][CH:6]=[CH:7][CH:8]=2)[CH:3]=[CH:2]1.O.O.[Sn](Cl)Cl.C[O:16][C:17](=[O:42])[CH2:18][C:19]1[CH:24]=[C:23]([Br:25])[C:22]([O:26][C:27]2[CH:32]=[C:31]([CH:33]([CH3:35])[CH3:34])[C:30]([O:36][CH3:37])=[CH:29][C:28]=2[CH:38](O)[CH3:39])=[C:21]([Br:41])[CH:20]=1.O, predict the reaction product. The product is: [Br:25][C:23]1[CH:24]=[C:19]([CH2:18][C:17]([OH:42])=[O:16])[CH:20]=[C:21]([Br:41])[C:22]=1[O:26][C:27]1[CH:32]=[C:31]([CH:33]([CH3:34])[CH3:35])[C:30]([O:36][CH3:37])=[CH:29][C:28]=1[CH:38]([C:3]1[C:4]2[C:9](=[CH:8][CH:7]=[CH:6][CH:5]=2)[NH:1][CH:2]=1)[CH3:39]. (2) Given the reactants CC1(C)[O:6][CH:5]([CH2:7][NH:8][C:9]([C:11]2[NH:12][C:13]3[C:18]([CH:19]=2)=[CH:17][C:16]([O:20][C:21]2[CH:26]=[CH:25][C:24]([C:27]4[N:28]([CH2:40][C:41]5[CH:46]=[CH:45][C:44]([CH3:47])=[CH:43][C:42]=5[CH3:48])[C:29](=[O:39])[C:30]([C:37]#[N:38])=[C:31]([C:33]([F:36])([F:35])[F:34])[CH:32]=4)=[CH:23][CH:22]=2)=[CH:15][CH:14]=3)=[O:10])[CH2:4][O:3]1, predict the reaction product. The product is: [C:37]([C:30]1[C:29](=[O:39])[N:28]([CH2:40][C:41]2[CH:46]=[CH:45][C:44]([CH3:47])=[CH:43][C:42]=2[CH3:48])[C:27]([C:24]2[CH:25]=[CH:26][C:21]([O:20][C:16]3[CH:17]=[C:18]4[C:13](=[CH:14][CH:15]=3)[NH:12][C:11]([C:9]([NH:8][CH2:7][CH:5]([OH:6])[CH2:4][OH:3])=[O:10])=[CH:19]4)=[CH:22][CH:23]=2)=[CH:32][C:31]=1[C:33]([F:34])([F:35])[F:36])#[N:38]. (3) The product is: [OH:27][CH:3]1[C:4](=[O:17])[CH2:5][CH:6]([C:8]2[CH:13]=[CH:12][N:11]=[CH:10][C:9]=2[N+:14]([O-:16])=[O:15])[O:7][CH:2]1[CH3:1]. Given the reactants [CH3:1][CH:2]1[O:7][CH:6]([C:8]2[CH:13]=[CH:12][N:11]=[CH:10][C:9]=2[N+:14]([O-:16])=[O:15])[CH2:5][C:4]([O:17][Si](CC)(CC)CC)=[CH:3]1.CC1(C)O[O:27]1.C1CCCCC=1.Cl.[OH-].[Na+], predict the reaction product. (4) Given the reactants [C:1]([O:5][C:6]([N:8]1[CH2:12][C@H:11](O)[CH2:10][C@H:9]1[CH2:14]O)=[O:7])([CH3:4])([CH3:3])[CH3:2].[C:16]([NH2:20])([CH3:19])([CH3:18])[CH3:17], predict the reaction product. The product is: [C:1]([O:5][C:6]([N:8]1[CH2:12][C@@H:11]2[CH2:10][C@H:9]1[CH2:14][N:20]2[C:16]([CH3:19])([CH3:18])[CH3:17])=[O:7])([CH3:4])([CH3:3])[CH3:2].